This data is from Forward reaction prediction with 1.9M reactions from USPTO patents (1976-2016). The task is: Predict the product of the given reaction. (1) Given the reactants [Cl:1][C:2]1[CH:29]=[CH:28][C:5]([CH2:6][N:7]2[C:15]3[C:10](=[CH:11][C:12]([CH:16]=[C:17]4[S:21][C:20](SCC)=[N:19][C:18]4=[O:25])=[CH:13][CH:14]=3)[C:9]([C:26]#[N:27])=[N:8]2)=[C:4]([C:30]([F:33])([F:32])[F:31])[CH:3]=1.[CH:34]1([CH2:37][N:38]2[CH2:43][CH2:42][NH:41][CH2:40][CH2:39]2)[CH2:36][CH2:35]1, predict the reaction product. The product is: [Cl:1][C:2]1[CH:29]=[CH:28][C:5]([CH2:6][N:7]2[C:15]3[C:10](=[CH:11][C:12]([CH:16]=[C:17]4[S:21][C:20]([N:41]5[CH2:42][CH2:43][N:38]([CH2:37][CH:34]6[CH2:36][CH2:35]6)[CH2:39][CH2:40]5)=[N:19][C:18]4=[O:25])=[CH:13][CH:14]=3)[C:9]([C:26]#[N:27])=[N:8]2)=[C:4]([C:30]([F:32])([F:31])[F:33])[CH:3]=1. (2) Given the reactants [NH2:1][C@@H:2]1[CH2:6][CH2:5][N:4]([CH2:7][CH2:8][CH2:9][O:10][C:11]2[CH:16]=[CH:15][C:14]([C:17]3[CH:22]=[CH:21][C:20]([C:23]#[N:24])=[CH:19][CH:18]=3)=[CH:13][CH:12]=2)[CH2:3]1.N1(N[C:31](=[O:37])[O:32][C:33]([CH3:36])([CH3:35])[CH3:34])CCCC1, predict the reaction product. The product is: [C:23]([C:20]1[CH:19]=[CH:18][C:17]([C:14]2[CH:15]=[CH:16][C:11]([O:10][CH2:9][CH2:8][CH2:7][N:4]3[CH2:5][CH2:6][CH:2]([NH:1][C:31](=[O:37])[O:32][C:33]([CH3:36])([CH3:35])[CH3:34])[CH2:3]3)=[CH:12][CH:13]=2)=[CH:22][CH:21]=1)#[N:24]. (3) Given the reactants C(OC([N:8]1[CH2:15][C@H:14]2[N:16](C(OC(C)(C)C)=O)[C@H:10]([CH2:11][C:12]([C:27]3[CH:32]=[CH:31][C:30]([O:33][CH2:34][CH2:35][O:36][C:37]4[C:42]([Cl:43])=[CH:41][C:40]([CH3:44])=[CH:39][C:38]=4[Cl:45])=[CH:29][CH:28]=3)=[C:13]2[C:24](O)=[O:25])[CH2:9]1)=O)(C)(C)C.[Cl:46][C:47]1[CH:57]=[CH:56][C:55]([CH2:58][CH2:59][O:60][CH3:61])=[CH:54][C:48]=1[CH2:49][NH:50][CH:51]1[CH2:53][CH2:52]1, predict the reaction product. The product is: [Cl:46][C:47]1[CH:57]=[CH:56][C:55]([CH2:58][CH2:59][O:60][CH3:61])=[CH:54][C:48]=1[CH2:49][N:50]([CH:51]1[CH2:52][CH2:53]1)[C:24]([C:13]1[C@@H:14]2[NH:16][C@H:10]([CH2:11][C:12]=1[C:27]1[CH:28]=[CH:29][C:30]([O:33][CH2:34][CH2:35][O:36][C:37]3[C:42]([Cl:43])=[CH:41][C:40]([CH3:44])=[CH:39][C:38]=3[Cl:45])=[CH:31][CH:32]=1)[CH2:9][NH:8][CH2:15]2)=[O:25]. (4) Given the reactants [F:1][C:2]1[CH:7]=[CH:6][C:5]([CH:8]2[CH2:12][CH2:11][N:10]([C:13]([C:15]3[NH:19][C:18]4[CH:20]=[C:21]([C:28]5[CH:32]=[CH:31][O:30][CH:29]=5)[CH:22]=[C:23]([C:24]([F:27])([F:26])[F:25])[C:17]=4[N:16]=3)=[O:14])[CH2:9]2)=[CH:4][CH:3]=1.[H-].[Na+].[CH2:35](I)[CH3:36], predict the reaction product. The product is: [CH2:35]([N:19]1[C:18]2[CH:20]=[C:21]([C:28]3[CH:32]=[CH:31][O:30][CH:29]=3)[CH:22]=[C:23]([C:24]([F:27])([F:25])[F:26])[C:17]=2[N:16]=[C:15]1[C:13]([N:10]1[CH2:11][CH2:12][CH:8]([C:5]2[CH:4]=[CH:3][C:2]([F:1])=[CH:7][CH:6]=2)[CH2:9]1)=[O:14])[CH3:36].[CH2:35]([N:16]1[C:17]2[C:23]([C:24]([F:27])([F:25])[F:26])=[CH:22][C:21]([C:28]3[CH:32]=[CH:31][O:30][CH:29]=3)=[CH:20][C:18]=2[N:19]=[C:15]1[C:13]([N:10]1[CH2:11][CH2:12][CH:8]([C:5]2[CH:4]=[CH:3][C:2]([F:1])=[CH:7][CH:6]=2)[CH2:9]1)=[O:14])[CH3:36]. (5) Given the reactants [F:1][C:2]([F:20])([F:19])[CH2:3][NH:4][C:5]1[CH:14]=[CH:13][C:12]2[C:7](=[CH:8][C:9]([C:15]([O:17]C)=[O:16])=[CH:10][CH:11]=2)[N:6]=1.[OH-].[Li+], predict the reaction product. The product is: [F:20][C:2]([F:1])([F:19])[CH2:3][NH:4][C:5]1[CH:14]=[CH:13][C:12]2[C:7](=[CH:8][C:9]([C:15]([OH:17])=[O:16])=[CH:10][CH:11]=2)[N:6]=1. (6) Given the reactants F[B-](F)(F)F.[Cl:6][C:7]1[CH:8]=[C:9]([N+]#N)[CH:10]=[C:11]([Cl:14])[C:12]=1[Cl:13].[OH2:17], predict the reaction product. The product is: [Cl:6][C:7]1[CH:8]=[C:9]([OH:17])[CH:10]=[C:11]([Cl:14])[C:12]=1[Cl:13].